From a dataset of Forward reaction prediction with 1.9M reactions from USPTO patents (1976-2016). Predict the product of the given reaction. (1) The product is: [Cl:10][C:6]1[C:7]([O:8][CH3:9])=[C:2]([O:21][CH2:20][C:18]2[CH:17]=[CH:16][C:15]([C:22]3[CH:27]=[C:26]([O:28][CH3:29])[CH:25]=[CH:24][C:23]=3[F:30])=[C:14]([CH2:13][C:12]([CH3:32])([CH3:31])[CH3:11])[N:19]=2)[N:3]=[CH:4][N:5]=1. Given the reactants Cl[C:2]1[C:7]([O:8][CH3:9])=[C:6]([Cl:10])[N:5]=[CH:4][N:3]=1.[CH3:11][C:12]([CH3:32])([CH3:31])[CH2:13][C:14]1[N:19]=[C:18]([CH2:20][OH:21])[CH:17]=[CH:16][C:15]=1[C:22]1[CH:27]=[C:26]([O:28][CH3:29])[CH:25]=[CH:24][C:23]=1[F:30].[H-].[Na+].Cl, predict the reaction product. (2) Given the reactants [C:9](O[C:9]([O:11][C:12]([CH3:15])([CH3:14])[CH3:13])=[O:10])([O:11][C:12]([CH3:15])([CH3:14])[CH3:13])=[O:10].O1CCCC1.[N+:21]([C:24]1[CH:29]=[CH:28][C:27]([C:30]([NH2:33])([CH3:32])[CH3:31])=[CH:26][CH:25]=1)([O-:23])=[O:22], predict the reaction product. The product is: [N+:21]([C:24]1[CH:25]=[CH:26][C:27]([C:30]([NH:33][C:9](=[O:10])[O:11][C:12]([CH3:13])([CH3:14])[CH3:15])([CH3:31])[CH3:32])=[CH:28][CH:29]=1)([O-:23])=[O:22]. (3) The product is: [Cl:11][C:8]1[CH:9]=[CH:10][C:5]2[N:6]([C:2]([C:16]3[CH:17]=[N:18][C:13]([F:12])=[CH:14][CH:15]=3)=[CH:3][N:4]=2)[N:7]=1. Given the reactants Br[C:2]1[N:6]2[N:7]=[C:8]([Cl:11])[CH:9]=[CH:10][C:5]2=[N:4][CH:3]=1.[F:12][C:13]1[N:18]=[CH:17][C:16](B(O)O)=[CH:15][CH:14]=1.O1CCOCC1.C([O-])([O-])=O.[Na+].[Na+], predict the reaction product. (4) Given the reactants Cl[C:2]1[CH:11]=[CH:10][C:9]2[C:8]([NH2:12])=[C:7]([Cl:13])[CH:6]=[CH:5][C:4]=2[N:3]=1.C(=O)([O-])[O-].[K+].[K+].[N:20]1([C:26]([O:28][C:29]([CH3:32])([CH3:31])[CH3:30])=[O:27])[CH2:25][CH2:24][NH:23][CH2:22][CH2:21]1.O, predict the reaction product. The product is: [NH2:12][C:8]1[C:7]([Cl:13])=[CH:6][CH:5]=[C:4]2[C:9]=1[CH:10]=[CH:11][C:2]([N:23]1[CH2:22][CH2:21][N:20]([C:26]([O:28][C:29]([CH3:32])([CH3:31])[CH3:30])=[O:27])[CH2:25][CH2:24]1)=[N:3]2. (5) Given the reactants C(O)=O.OS([O-])(=O)=O.[K+].[Cl:10][C:11]1[CH:12]=[C:13]2[N:36](COCC[Si](C)(C)C)[C:35]([O:45][C@H:46]3[C@H:50]4[O:51][CH2:52][C@@H:53]([OH:54])[C@H:49]4[O:48][CH2:47]3)=[N:34][C:14]2=[N:15][C:16]=1[C:17]1[CH:22]=[CH:21][C:20]([C:23]2[CH:28]=[CH:27][C:26]([N:29]3[CH:33]=[CH:32][CH:31]=[N:30]3)=[CH:25][CH:24]=2)=[CH:19][CH:18]=1.[OH-].[Na+], predict the reaction product. The product is: [Cl:10][C:11]1[CH:12]=[C:13]2[NH:36][C:35]([O:45][C@H:46]3[C@H:50]4[O:51][CH2:52][C@@H:53]([OH:54])[C@H:49]4[O:48][CH2:47]3)=[N:34][C:14]2=[N:15][C:16]=1[C:17]1[CH:18]=[CH:19][C:20]([C:23]2[CH:28]=[CH:27][C:26]([N:29]3[CH:33]=[CH:32][CH:31]=[N:30]3)=[CH:25][CH:24]=2)=[CH:21][CH:22]=1. (6) The product is: [CH:1]1[C:13]2[CH:12]([CH2:17][CH2:16][CH:15]3[C:14]4[CH:21]=[CH:20][CH:8]=[CH:7][C:6]=4[C:5]4[C:4]3=[CH:3][CH:2]=[CH:1][CH:13]=4)[C:11]3[C:6](=[CH:7][CH:8]=[CH:9][CH:10]=3)[C:5]=2[CH:4]=[CH:3][CH:2]=1. Given the reactants [CH:1]1[C:13]2[CH2:12][C:11]3[C:6](=[CH:7][CH:8]=[CH:9][CH:10]=3)[C:5]=2[CH:4]=[CH:3][CH:2]=1.[CH2:14]([Li])[CH2:15][CH2:16][CH3:17].Br[CH2:20][CH2:21]Br.Cl, predict the reaction product.